Dataset: Full USPTO retrosynthesis dataset with 1.9M reactions from patents (1976-2016). Task: Predict the reactants needed to synthesize the given product. Given the product [Br:12][C:13]1[CH:20]=[CH:19][C:16]([CH2:17][NH:18][S:7]([C:3]2[CH:2]=[N:1][CH:6]=[CH:5][CH:4]=2)(=[O:9])=[O:8])=[CH:15][CH:14]=1, predict the reactants needed to synthesize it. The reactants are: [N:1]1[CH:6]=[CH:5][CH:4]=[C:3]([S:7](Cl)(=[O:9])=[O:8])[CH:2]=1.Cl.[Br:12][C:13]1[CH:20]=[CH:19][C:16]([CH2:17][NH2:18])=[CH:15][CH:14]=1.